Dataset: Full USPTO retrosynthesis dataset with 1.9M reactions from patents (1976-2016). Task: Predict the reactants needed to synthesize the given product. The reactants are: [NH2:1][C:2]1[S:3][CH:4]=[C:5]([CH2:7][C:8]([O:10][CH2:11][CH3:12])=[O:9])[N:6]=1.[Cl:13][C:14]1[CH:19]=[CH:18][C:17]([S:20](Cl)(=[O:22])=[O:21])=[C:16]([CH3:24])[CH:15]=1. Given the product [Cl:13][C:14]1[CH:19]=[CH:18][C:17]([S:20]([NH:1][C:2]2[S:3][CH:4]=[C:5]([CH2:7][C:8]([O:10][CH2:11][CH3:12])=[O:9])[N:6]=2)(=[O:22])=[O:21])=[C:16]([CH3:24])[CH:15]=1, predict the reactants needed to synthesize it.